Task: Predict the reaction yield, written as a fraction of the theoretical maximum amount of product (1.0 means a 100% yield; for example, 0.34 means a 34% yield).. Dataset: Reaction yield outcomes from USPTO patents with 853,638 reactions The yield is 0.460. The product is [F:1][C:2]1[C:7]([F:8])=[CH:6][CH:5]=[CH:4][C:3]=1[C:9]1[N:41]=[C:12]2[CH:13]=[N:14][N:15]([CH:17]([C:22]3[O:26][N:25]=[C:24]([C:27]4[CH:32]=[CH:31][C:30]([O:33][CH2:34][CH2:35][CH3:36])=[CH:29][C:28]=4[C:37]([F:38])([F:40])[F:39])[CH:23]=3)[C:18]([O:20][CH2:21][CH2:53][O:54][CH2:55][CH2:57][O:50][CH2:49][CH2:42][OH:45])=[O:19])[CH:16]=[C:11]2[N:10]=1. The reactants are [F:1][C:2]1[C:7]([F:8])=[CH:6][CH:5]=[CH:4][C:3]=1[C:9]1[N:41]=[C:12]2[CH:13]=[N:14][N:15]([CH:17]([C:22]3[O:26][N:25]=[C:24]([C:27]4[CH:32]=[CH:31][C:30]([O:33][CH2:34][CH2:35][CH3:36])=[CH:29][C:28]=4[C:37]([F:40])([F:39])[F:38])[CH:23]=3)[C:18]([O:20][CH3:21])=[O:19])[CH:16]=[C:11]2[N:10]=1.[C:42]([O-:45])([O-])=O.[K+].[K+].C[C:49](O)=[O:50].C[CH2:53][O:54][C:55]([CH3:57])=O. No catalyst specified.